This data is from Full USPTO retrosynthesis dataset with 1.9M reactions from patents (1976-2016). The task is: Predict the reactants needed to synthesize the given product. (1) Given the product [CH3:1][C:2]1[CH:9]=[C:8]([CH3:10])[CH:7]=[C:6]([CH3:11])[C:3]=1[CH2:4][NH2:12], predict the reactants needed to synthesize it. The reactants are: [CH3:1][C:2]1[CH:9]=[C:8]([CH3:10])[CH:7]=[C:6]([CH3:11])[C:3]=1[CH2:4]Cl.[N-:12]=[N+]=[N-].[Na+].O.C1(P(C2C=CC=CC=2)C2C=CC=CC=2)C=CC=CC=1. (2) Given the product [CH3:22][C:12]1[C:11]([C:9]2[CH:8]=[CH:7][N:6]=[C:5]([NH:14][C:16]3[CH:21]=[CH:20][CH:19]=[CH:18][CH:17]=3)[N:10]=2)=[CH:15][N:14]([C:16]2[CH:21]=[CH:20][CH:19]=[CH:18][CH:17]=2)[N:13]=1, predict the reactants needed to synthesize it. The reactants are: CS([C:5]1[N:10]=[C:9]([C:11]2[C:12]([CH3:22])=[N:13][N:14]([C:16]3[CH:21]=[CH:20][CH:19]=[CH:18][CH:17]=3)[CH:15]=2)[CH:8]=[CH:7][N:6]=1)(=O)=O. (3) Given the product [CH2:1]([CH:15]([C:16]([CH3:18])=[O:17])[C:14]([O:20][CH2:21][CH3:22])=[O:19])[CH2:2][CH2:3][CH2:4][CH2:5][CH2:6][CH2:7][CH2:8][CH2:9][CH2:10][CH3:11], predict the reactants needed to synthesize it. The reactants are: [CH2:1](I)[CH2:2][CH2:3][CH2:4][CH2:5][CH2:6][CH2:7][CH2:8][CH2:9][CH2:10][CH3:11].[Na].[C:14]([O:20][CH2:21][CH3:22])(=[O:19])[CH2:15][C:16]([CH3:18])=[O:17]. (4) The reactants are: [Cl:1][C:2]1[CH:3]=[N:4][CH:5]=[C:6]([Cl:26])[C:7]=1[S:8][C:9]1[S:13][C:12]([C:14]([NH:16][CH:17]2[CH2:22][CH2:21][NH:20][CH2:19][CH2:18]2)=[O:15])=[CH:11][C:10]=1[N+:23]([O-:25])=[O:24].[C:27](Cl)(=[O:29])[CH3:28]. Given the product [C:27]([N:20]1[CH2:21][CH2:22][CH:17]([NH:16][C:14]([C:12]2[S:13][C:9]([S:8][C:7]3[C:6]([Cl:26])=[CH:5][N:4]=[CH:3][C:2]=3[Cl:1])=[C:10]([N+:23]([O-:25])=[O:24])[CH:11]=2)=[O:15])[CH2:18][CH2:19]1)(=[O:29])[CH3:28], predict the reactants needed to synthesize it. (5) Given the product [Cl:35][C:30]1[CH:29]=[C:28]([N:14]([CH2:15][C:16]2[C:25]3[C:20](=[C:21]([F:26])[CH:22]=[CH:23][CH:24]=3)[NH:19][C:18](=[O:27])[CH:17]=2)[C:12]([C:8]2[S:7][C:6]([N:3]([CH3:4])[CH3:2])=[N:10][C:9]=2[CH3:11])=[O:13])[CH:33]=[CH:32][C:31]=1[F:34], predict the reactants needed to synthesize it. The reactants are: Cl.[CH3:2][NH:3][CH3:4].Cl[C:6]1[S:7][C:8]([C:12]([N:14]([C:28]2[CH:33]=[CH:32][C:31]([F:34])=[C:30]([Cl:35])[CH:29]=2)[CH2:15][C:16]2[C:25]3[C:20](=[C:21]([F:26])[CH:22]=[CH:23][CH:24]=3)[NH:19][C:18](=[O:27])[CH:17]=2)=[O:13])=[C:9]([CH3:11])[N:10]=1. (6) Given the product [CH2:18]([O:17][C:15](=[O:16])[C:14]1[CH:13]=[CH:12][C:11]([N:7]2[C:8]([NH:10][C:32]([NH:31][C:21]3[C:30]4[C:25](=[CH:26][CH:27]=[CH:28][CH:29]=4)[CH:24]=[CH:23][CH:22]=3)=[O:33])=[CH:9][C:5]([C:1]([CH3:4])([CH3:2])[CH3:3])=[N:6]2)=[CH:20][CH:19]=1)[CH3:35], predict the reactants needed to synthesize it. The reactants are: [C:1]([C:5]1[CH:9]=[C:8]([NH2:10])[N:7]([C:11]2[CH:20]=[CH:19][C:14]([C:15]([O:17][CH3:18])=[O:16])=[CH:13][CH:12]=2)[N:6]=1)([CH3:4])([CH3:3])[CH3:2].[C:21]1([N:31]=[C:32]=[O:33])[C:30]2[C:25](=[CH:26][CH:27]=[CH:28][CH:29]=2)[CH:24]=[CH:23][CH:22]=1.O.[CH2:35]1COCC1. (7) Given the product [Cl:1][C:2]1[C:8]([Cl:9])=[CH:7][CH:6]=[CH:5][C:3]=1[NH:4][C:25](=[O:26])[CH2:24][C:20]1[CH:19]=[N:18][CH:23]=[CH:22][CH:21]=1, predict the reactants needed to synthesize it. The reactants are: [Cl:1][C:2]1[C:8]([Cl:9])=[CH:7][CH:6]=[CH:5][C:3]=1[NH2:4].C(N(CC)CC)C.Cl.[N:18]1[CH:23]=[CH:22][CH:21]=[C:20]([CH2:24][C:25](O)=[O:26])[CH:19]=1.OC1C2N=NNC=2C=CC=1.C(Cl)CCl. (8) Given the product [CH3:11][CH2:10][CH2:9][CH2:8][CH:7]([C:6]([OH:5])=[O:18])[CH2:12][CH3:13], predict the reactants needed to synthesize it. The reactants are: C([O:5][CH2:6][CH:7]([CH2:12][CH3:13])[CH2:8][CH2:9][CH2:10][CH3:11])(=O)C=C.C(OC)(=[O:18])C(C)=C.C(O)(=O)C(C)=C.CCCCCCCCCCCCOC(CC(S([O-])(=O)=O)C(OCC=C)=O)=O.[Na+].N.S(OOS([O-])(=O)=O)([O-])(=O)=O.[NH4+].[NH4+].C(OO)(C)(C)C.S([O-])[O-].C=O.[Na+].[Na+].